Dataset: NCI-60 drug combinations with 297,098 pairs across 59 cell lines. Task: Regression. Given two drug SMILES strings and cell line genomic features, predict the synergy score measuring deviation from expected non-interaction effect. (1) Drug 1: C1CCC(C(C1)N)N.C(=O)(C(=O)[O-])[O-].[Pt+4]. Drug 2: CC(C)CN1C=NC2=C1C3=CC=CC=C3N=C2N. Cell line: OVCAR-4. Synergy scores: CSS=13.2, Synergy_ZIP=-0.406, Synergy_Bliss=1.61, Synergy_Loewe=-0.778, Synergy_HSA=-0.558. (2) Drug 1: C1=CC(=CC=C1CC(C(=O)O)N)N(CCCl)CCCl.Cl. Drug 2: C1=CN(C=N1)CC(O)(P(=O)(O)O)P(=O)(O)O. Cell line: NCI/ADR-RES. Synergy scores: CSS=0.0165, Synergy_ZIP=-2.71, Synergy_Bliss=-5.32, Synergy_Loewe=-6.72, Synergy_HSA=-6.74.